From a dataset of Full USPTO retrosynthesis dataset with 1.9M reactions from patents (1976-2016). Predict the reactants needed to synthesize the given product. (1) Given the product [Br:1][C:2]1[C:3]([C:13]#[CH:14])=[C:4]([CH:6]=[C:7]([C:9]([F:10])([F:11])[F:12])[CH:8]=1)[NH2:5], predict the reactants needed to synthesize it. The reactants are: [Br:1][C:2]1[C:3]([C:13]#[C:14][Si](C)(C)C)=[C:4]([CH:6]=[C:7]([C:9]([F:12])([F:11])[F:10])[CH:8]=1)[NH2:5].C(=O)([O-])[O-].[K+].[K+]. (2) Given the product [CH3:17][O:16][C:13]1[N:12]=[CH:11][C:10]([C:8]2[C:4]([OH:5])=[CH:3][C:2]([CH3:1])=[C:6]([CH3:7])[N:18]=2)=[CH:15][CH:14]=1, predict the reactants needed to synthesize it. The reactants are: [CH3:1][C:2]1[CH:3]=[C:4]([C:8]([C:10]2[CH:11]=[N:12][C:13]([O:16][CH3:17])=[CH:14][CH:15]=2)=O)[O:5][C:6]=1[CH3:7].[NH3:18]. (3) Given the product [NH2:2][CH2:1][CH2:3][C:4]([N:6]([CH:8]1[CH2:13][CH2:12][CH2:11][CH2:10][CH2:9]1)[CH3:7])=[O:5], predict the reactants needed to synthesize it. The reactants are: [C:1]([CH2:3][C:4]([N:6]([CH:8]1[CH2:13][CH2:12][CH2:11][CH2:10][CH2:9]1)[CH3:7])=[O:5])#[N:2].[H][H].